This data is from Forward reaction prediction with 1.9M reactions from USPTO patents (1976-2016). The task is: Predict the product of the given reaction. (1) The product is: [CH3:1][N:2]1[CH2:24][CH2:23][C:5]2[N:6](/[CH:13]=[C:14](/[C:17]3[CH:18]=[CH:19][N:20]=[CH:21][CH:22]=3)\[CH3:15])[C:7]3[CH:8]=[CH:9][CH:10]=[CH:11][C:12]=3[C:4]=2[CH2:3]1. Given the reactants [CH3:1][N:2]1[CH2:24][CH2:23][C:5]2[N:6]([CH2:13][C:14]([C:17]3[CH:22]=[CH:21][N:20]=[CH:19][CH:18]=3)(O)[CH3:15])[C:7]3[CH:8]=[CH:9][CH:10]=[CH:11][C:12]=3[C:4]=2[CH2:3]1.[OH-].[K+], predict the reaction product. (2) Given the reactants C(=O)([O-])[O-].[K+].[K+].F[C:8]1[C:13]([C:14]([F:17])([F:16])[F:15])=[CH:12][CH:11]=[CH:10][N:9]=1.[NH2:18][C:19]1[C:24]([C:25]2[CH:30]=[CH:29][C:28]([OH:31])=[CH:27][CH:26]=2)=[CH:23][C:22]([Cl:32])=[CH:21][N:20]=1.O, predict the reaction product. The product is: [Cl:32][C:22]1[CH:23]=[C:24]([C:25]2[CH:26]=[CH:27][C:28]([O:31][C:8]3[C:13]([C:14]([F:17])([F:16])[F:15])=[CH:12][CH:11]=[CH:10][N:9]=3)=[CH:29][CH:30]=2)[C:19]([NH2:18])=[N:20][CH:21]=1. (3) Given the reactants [N:1]1[CH:6]=[CH:5][CH:4]=[N:3][C:2]=1[N:7]1[CH2:10][C:9]2([CH2:13][NH:12][CH2:11]2)[CH2:8]1.[Cl:14][C:15]1[CH:20]=[C:19]([Cl:21])[CH:18]=[CH:17][C:16]=1[CH2:22][N:23]=[C:24]=[O:25], predict the reaction product. The product is: [Cl:14][C:15]1[CH:20]=[C:19]([Cl:21])[CH:18]=[CH:17][C:16]=1[CH2:22][NH:23][C:24]([N:12]1[CH2:13][C:9]2([CH2:10][N:7]([C:2]3[N:3]=[CH:4][CH:5]=[CH:6][N:1]=3)[CH2:8]2)[CH2:11]1)=[O:25]. (4) Given the reactants [CH3:1][C:2]1[CH:28]=[CH:27][C:5]2[N:6]=[C:7]([C:9]3[CH:14]=[CH:13][C:12]([NH:15][C:16]4[C:25]5[C:20](=[C:21](Br)[CH:22]=[CH:23][CH:24]=5)[CH:19]=[CH:18][N:17]=4)=[CH:11][CH:10]=3)[S:8][C:4]=2[CH:3]=1.Cl.[NH2:30][C:31]1[CH:32]=[C:33](B(O)O)[CH:34]=[CH:35][CH:36]=1, predict the reaction product. The product is: [NH2:30][C:31]1[CH:36]=[C:35]([C:21]2[CH:22]=[CH:23][CH:24]=[C:25]3[C:20]=2[CH:19]=[CH:18][N:17]=[C:16]3[NH:15][C:12]2[CH:13]=[CH:14][C:9]([C:7]3[S:8][C:4]4[CH:3]=[C:2]([CH3:1])[CH:28]=[CH:27][C:5]=4[N:6]=3)=[CH:10][CH:11]=2)[CH:34]=[CH:33][CH:32]=1. (5) Given the reactants [Cl-].[NH2:2][C:3]([NH2:5])=[NH2+:4].CC([O-])(C)C.[K+].[CH3:12][S:13]([C:16]1[C:17]([O:27][C:28]2[CH:33]=[CH:32][C:31]([S:34]([CH3:37])(=[O:36])=[O:35])=[C:30]([S:38]([F:43])([F:42])([F:41])([F:40])[F:39])[CH:29]=2)=[CH:18][C:19]([CH3:26])=[C:20]([CH:25]=1)[C:21](OC)=[O:22])(=[O:15])=[O:14].Cl, predict the reaction product. The product is: [CH3:12][S:13]([C:16]1[C:17]([O:27][C:28]2[CH:33]=[CH:32][C:31]([S:34]([CH3:37])(=[O:35])=[O:36])=[C:30]([S:38]([F:41])([F:43])([F:42])([F:39])[F:40])[CH:29]=2)=[CH:18][C:19]([CH3:26])=[C:20]([CH:25]=1)[C:21]([NH:4][C:3]([NH2:5])=[NH:2])=[O:22])(=[O:14])=[O:15]. (6) Given the reactants [CH2:1]([O:8][N:9]1[C:14]2[N:15]=[CH:16][N:17]=[CH:18][C:13]=2[C:12]([OH:19])=[CH:11][C:10]1=[O:20])[C:2]1[CH:7]=[CH:6][CH:5]=[CH:4][CH:3]=1.[I:21]N1C(=O)CCC1=O.C(OCC)(=O)C.Cl, predict the reaction product. The product is: [CH2:1]([O:8][N:9]1[C:14]2[N:15]=[CH:16][N:17]=[CH:18][C:13]=2[C:12]([OH:19])=[C:11]([I:21])[C:10]1=[O:20])[C:2]1[CH:3]=[CH:4][CH:5]=[CH:6][CH:7]=1. (7) Given the reactants [F:1][C:2]1[CH:3]=[C:4]2[C:8](=[CH:9][CH:10]=1)[NH:7][C:6](=[O:11])/[C:5]/2=[CH:12]\[C:13]1[NH:17][C:16]([CH3:18])=[C:15]([C:19]([NH:21][CH:22]2[CH2:27][CH2:26][CH:25]([C:28]([OH:30])=O)[CH2:24][CH2:23]2)=[O:20])[C:14]=1[CH3:31].CN(C(ON1N=NC2C=CC=NC1=2)=[N+](C)C)C.F[P-](F)(F)(F)(F)F.CCN(C(C)C)C(C)C.[NH:65]1[CH2:70][CH2:69][O:68][CH2:67][CH2:66]1, predict the reaction product. The product is: [N:65]1([C:28]([CH:25]2[CH2:24][CH2:23][CH:22]([NH:21][C:19]([C:15]3[C:14]([CH3:31])=[C:13](/[CH:12]=[C:5]4\[C:6](=[O:11])[NH:7][C:8]5[C:4]\4=[CH:3][C:2]([F:1])=[CH:10][CH:9]=5)[NH:17][C:16]=3[CH3:18])=[O:20])[CH2:27][CH2:26]2)=[O:30])[CH2:70][CH2:69][O:68][CH2:67][CH2:66]1. (8) Given the reactants [Cl:1][C:2]1[CH:7]=[C:6]([O:8][CH3:9])[C:5]([O:10][CH2:11][C:12]2[C:17]([O:18][CH3:19])=[CH:16][CH:15]=[C:14]([F:20])[C:13]=2[F:21])=[CH:4][C:3]=1[N:22]1[C:30](=[O:31])[NH:29][C:28]2[C:23]1=[N:24][C:25]([CH2:34]O)=[N:26][C:27]=2[O:32][CH3:33].C1(P(C2C=CC=CC=2)C2C=CC=CC=2)C=CC=CC=1.C(Cl)(Cl)(Cl)[Cl:56].[Cl-].[Na+], predict the reaction product. The product is: [Cl:1][C:2]1[CH:7]=[C:6]([O:8][CH3:9])[C:5]([O:10][CH2:11][C:12]2[C:17]([O:18][CH3:19])=[CH:16][CH:15]=[C:14]([F:20])[C:13]=2[F:21])=[CH:4][C:3]=1[N:22]1[C:30](=[O:31])[NH:29][C:28]2[C:23]1=[N:24][C:25]([CH2:34][Cl:56])=[N:26][C:27]=2[O:32][CH3:33]. (9) Given the reactants [C:1]([O:5][C:6]([NH:8][CH2:9][CH2:10][N:11]1[C:19]2[C:14](=[CH:15][CH:16]=[C:17]([C:20]([O:22][CH3:23])=[O:21])[CH:18]=2)[C:13]([CH:24]2[CH2:29][CH2:28][CH2:27][CH2:26][CH2:25]2)=[C:12]1[C:30]1[CH:35]=[CH:34][CH:33]=[CH:32][C:31]=1[CH:36]=[O:37])=[O:7])([CH3:4])([CH3:3])[CH3:2].[H-].Cl, predict the reaction product. The product is: [C:1]([O:5][C:6]([NH:8][CH2:9][CH2:10][N:11]1[C:19]2[C:14](=[CH:15][CH:16]=[C:17]([C:20]([O:22][CH3:23])=[O:21])[CH:18]=2)[C:13]([CH:24]2[CH2:29][CH2:28][CH2:27][CH2:26][CH2:25]2)=[C:12]1[C:30]1[CH:35]=[CH:34][CH:33]=[CH:32][C:31]=1[CH2:36][OH:37])=[O:7])([CH3:4])([CH3:2])[CH3:3]. (10) Given the reactants [CH3:1][NH:2][S:3]([C:6]1[CH:11]=[CH:10][C:9](B(O)O)=[CH:8][CH:7]=1)(=[O:5])=[O:4].[O:15]1[C:19]2[CH:20]=[CH:21][C:22]([C:24]3([C:27]([NH:29][C:30]4[CH:31]=[N:32][C:33]([CH3:37])=[C:34](Br)[CH:35]=4)=[O:28])[CH2:26][CH2:25]3)=[CH:23][C:18]=2[O:17][CH2:16]1.O1C2C=CC(C3(C(NC4C=NC(C)=C(C5C=CC=CC=5)C=4)=O)CC3)=CC=2OC1, predict the reaction product. The product is: [O:15]1[C:19]2[CH:20]=[CH:21][C:22]([C:24]3([C:27]([NH:29][C:30]4[CH:31]=[N:32][C:33]([CH3:37])=[C:34]([C:9]5[CH:10]=[CH:11][C:6]([S:3](=[O:5])(=[O:4])[NH:2][CH3:1])=[CH:7][CH:8]=5)[CH:35]=4)=[O:28])[CH2:26][CH2:25]3)=[CH:23][C:18]=2[O:17][CH2:16]1.